From a dataset of Reaction yield outcomes from USPTO patents with 853,638 reactions. Predict the reaction yield, written as a fraction of the theoretical maximum amount of product (1.0 means a 100% yield; for example, 0.34 means a 34% yield). (1) The reactants are [Cl:1][C:2]1[C:3]([NH:15][CH:16]2[CH2:29][CH:19]3[CH2:20][N:21]([C:23](=O)[C:24]([F:27])([F:26])[F:25])[CH2:22][CH:18]3[CH2:17]2)=[N:4][C:5]([NH:8][C:9]2[CH:10]=[N:11][N:12]([CH3:14])[CH:13]=2)=[N:6][CH:7]=1.CSC.B. The catalyst is C1COCC1. The product is [Cl:1][C:2]1[C:3]([NH:15][CH:16]2[CH2:17][CH:18]3[CH2:22][N:21]([CH2:23][C:24]([F:26])([F:25])[F:27])[CH2:20][CH:19]3[CH2:29]2)=[N:4][C:5]([NH:8][C:9]2[CH:10]=[N:11][N:12]([CH3:14])[CH:13]=2)=[N:6][CH:7]=1. The yield is 0.190. (2) The reactants are C([O:3][C:4](=[O:23])[CH:5]([O:14][NH:15][C:16]([O:18][C:19]([CH3:22])([CH3:21])[CH3:20])=[O:17])[CH2:6][CH2:7][C:8]1[CH:13]=[CH:12][CH:11]=[CH:10][CH:9]=1)C. The catalyst is CO.[OH-].[Na+]. The product is [C:16]([NH:15][O:14][CH:5]([CH2:6][CH2:7][C:8]1[CH:13]=[CH:12][CH:11]=[CH:10][CH:9]=1)[C:4]([OH:23])=[O:3])([O:18][C:19]([CH3:21])([CH3:22])[CH3:20])=[O:17]. The yield is 0.860. (3) The reactants are [C:1]([O:5][C:6]([N:8]1[CH2:12][CH2:11][CH2:10][CH:9]1[C:13]1[N:14]([CH2:19][O:20][CH2:21][CH2:22][Si:23]([CH3:26])([CH3:25])[CH3:24])[C:15](Br)=[CH:16][N:17]=1)=[O:7])([CH3:4])([CH3:3])[CH3:2].[Li]CCCC.[Cl-].[NH4+].[C:34](=O)(O)[O-:35].[Na+]. The catalyst is C1COCC1.CN(C=O)C.CCCCCC. The product is [C:1]([O:5][C:6]([N:8]1[CH2:12][CH2:11][CH2:10][CH:9]1[C:13]1[N:14]([CH2:19][O:20][CH2:21][CH2:22][Si:23]([CH3:26])([CH3:25])[CH3:24])[C:15]([CH:34]=[O:35])=[CH:16][N:17]=1)=[O:7])([CH3:4])([CH3:3])[CH3:2]. The yield is 0.450. (4) The reactants are [S-:1][C:2]#[N:3].[NH4+].[C:5](Cl)(=[O:7])[CH3:6].[CH3:9][C:10]1[CH:16]=[CH:15][C:13]([NH2:14])=[CH:12][C:11]=1[N+:17]([O-:19])=[O:18].CS(C)=O. The catalyst is CC(C)=O. The product is [C:5]([NH:3][C:2]([NH:14][C:13]1[CH:15]=[CH:16][C:10]([CH3:9])=[C:11]([N+:17]([O-:19])=[O:18])[CH:12]=1)=[S:1])(=[O:7])[CH3:6]. The yield is 0.500. (5) The reactants are [Cl:1][C:2]1[CH:3]=[N:4][CH:5]=[C:6]([Cl:25])[C:7]=1[S:8][C:9]1[S:13][C:12]([C:14]([NH:16][CH:17]2[CH2:21][CH2:20][NH:19][CH2:18]2)=[O:15])=[CH:11][C:10]=1[N+:22]([O-:24])=[O:23].[CH:26]1(OCCO[Si](C)(C)C)[CH2:28][CH2:27]1.C(O)(=O)C.[C-]#N.[BH4-].[Na+]. The catalyst is CO. The product is [CH:26]1([N:19]2[CH2:20][CH2:21][CH:17]([NH:16][C:14]([C:12]3[S:13][C:9]([S:8][C:7]4[C:6]([Cl:25])=[CH:5][N:4]=[CH:3][C:2]=4[Cl:1])=[C:10]([N+:22]([O-:24])=[O:23])[CH:11]=3)=[O:15])[CH2:18]2)[CH2:28][CH2:27]1. The yield is 0.0500. (6) The reactants are Cl[C:2]1[C:3]2[C:19]([CH3:20])=[CH:18][S:17][C:4]=2[N:5]=[C:6]([C:8]([C:10]2[CH:15]=[CH:14][C:13]([F:16])=[CH:12][CH:11]=2)=[O:9])[N:7]=1.[NH:21]1[CH:25]=[CH:24][C:23]([NH2:26])=[N:22]1.CCN(C(C)C)C(C)C. The catalyst is O. The product is [NH:21]1[CH:25]=[CH:24][C:23]([NH:26][C:2]2[C:3]3[C:19]([CH3:20])=[CH:18][S:17][C:4]=3[N:5]=[C:6]([C:8]([C:10]3[CH:15]=[CH:14][C:13]([F:16])=[CH:12][CH:11]=3)=[O:9])[N:7]=2)=[N:22]1. The yield is 0.410. (7) The reactants are [C:1]([CH2:3][C:4]([NH2:6])=[O:5])#[N:2].C[O-].[Na+].F[B-](F)(F)F.[CH2:15]([N:22]1[C:30]2[C:25](=[CH:26][CH:27]=[CH:28][CH:29]=2)[C:24]([CH:31]=[N+](C)C)=[C:23]1[O:35][CH2:36][CH3:37])[C:16]1[CH:21]=[CH:20][CH:19]=[CH:18][CH:17]=1. The catalyst is CO. The product is [CH2:15]([N:22]1[C:30]2[C:25](=[CH:26][CH:27]=[CH:28][CH:29]=2)[C:24](/[CH:31]=[C:3](\[C:1]#[N:2])/[C:4]([NH2:6])=[O:5])=[C:23]1[O:35][CH2:36][CH3:37])[C:16]1[CH:17]=[CH:18][CH:19]=[CH:20][CH:21]=1. The yield is 0.600.